Dataset: Forward reaction prediction with 1.9M reactions from USPTO patents (1976-2016). Task: Predict the product of the given reaction. (1) Given the reactants Cl.Cl.C[C:4]1[C:5]([N:13]([CH2:21][CH2:22][NH2:23])[CH2:14][C:15]2[CH:20]=[CH:19][CH:18]=[CH:17][CH:16]=2)=[C:6]([CH:10]=[CH:11][CH:12]=1)[C:7](O)=[O:8].C1(C)C=CC=CC=1.O1CCCC1.C[Al](C)C.O, predict the reaction product. The product is: [CH2:14]([N:13]1[C:5]2[CH:4]=[CH:12][CH:11]=[CH:10][C:6]=2[C:7](=[O:8])[NH:23][CH2:22][CH2:21]1)[C:15]1[CH:20]=[CH:19][CH:18]=[CH:17][CH:16]=1. (2) Given the reactants [CH:1]1([NH:4][C:5]([C:7]2[CH:8]=[CH:9][C:10]([CH3:36])=[C:11]([C:13]3[CH:14]=[C:15]4[C:20](=[CH:21][CH:22]=3)[C:19]([C:23]3[CH2:28][CH2:27][N:26](C(OC(C)(C)C)=O)[CH2:25][CH:24]=3)=[N:18][N:17]=[CH:16]4)[CH:12]=2)=[O:6])[CH2:3][CH2:2]1.Br, predict the reaction product. The product is: [CH:1]1([NH:4][C:5](=[O:6])[C:7]2[CH:8]=[CH:9][C:10]([CH3:36])=[C:11]([C:13]3[CH:14]=[C:15]4[C:20](=[CH:21][CH:22]=3)[C:19]([C:23]3[CH2:28][CH2:27][NH:26][CH2:25][CH:24]=3)=[N:18][N:17]=[CH:16]4)[CH:12]=2)[CH2:3][CH2:2]1. (3) Given the reactants C(N1C=C2C(C=C(B3OC(C)(C)C(C)(C)O3)C=C2)=N1)C1C=CC=CC=1.Cl.[C:27]1([N:33]2[CH:41]=[C:40]3[C:35]([CH:36]=[C:37]([C:42]4[CH:43]=[C:44]([CH:52]5[CH2:57][CH2:56][CH2:55][NH:54][CH2:53]5)[N:45]5[C:50]=4[C:49]([NH2:51])=[N:48][CH:47]=[N:46]5)[CH:38]=[CH:39]3)=[N:34]2)[CH:32]=[CH:31][CH:30]=[CH:29][CH:28]=1, predict the reaction product. The product is: [C:27]1([N:33]2[CH:41]=[C:40]3[C:35]([CH:36]=[C:37]([C:42]4[CH:43]=[C:44]([CH:52]5[CH2:57][CH2:56][CH2:55][NH:54][CH2:53]5)[N:45]5[C:50]=4[C:49]([NH2:51])=[N:48][CH:47]=[N:46]5)[CH:38]=[CH:39]3)=[N:34]2)[CH:28]=[CH:29][CH:30]=[CH:31][CH:32]=1. (4) Given the reactants Cl[C:2]1[N:7]=[C:6]([N:8]([CH:18]2[CH2:20][CH2:19]2)[CH2:9][C:10]2[CH:15]=[CH:14][C:13]([O:16][CH3:17])=[CH:12][CH:11]=2)[C:5]2=[N:21][CH:22]=[C:23]([C:24]#[N:25])[N:4]2[N:3]=1.[Cl:26][C:27]1[C:33]([N:34]2[CH2:37][CH:36]([N:38]3[CH2:43][CH2:42][N:41]([CH3:44])[CH2:40][CH2:39]3)[CH2:35]2)=[CH:32][C:31]([O:45][CH:46]([F:48])[F:47])=[CH:30][C:28]=1[NH2:29].CC1(C)C2C(=C(P(C3C=CC=CC=3)C3C=CC=CC=3)C=CC=2)OC2C(P(C3C=CC=CC=3)C3C=CC=CC=3)=CC=CC1=2.C(=O)([O-])[O-].[Cs+].[Cs+], predict the reaction product. The product is: [Cl:26][C:27]1[C:33]([N:34]2[CH2:37][CH:36]([N:38]3[CH2:43][CH2:42][N:41]([CH3:44])[CH2:40][CH2:39]3)[CH2:35]2)=[CH:32][C:31]([O:45][CH:46]([F:48])[F:47])=[CH:30][C:28]=1[NH:29][C:2]1[N:7]=[C:6]([N:8]([CH:18]2[CH2:20][CH2:19]2)[CH2:9][C:10]2[CH:15]=[CH:14][C:13]([O:16][CH3:17])=[CH:12][CH:11]=2)[C:5]2=[N:21][CH:22]=[C:23]([C:24]#[N:25])[N:4]2[N:3]=1. (5) Given the reactants [OH:1][C:2]1[CH:9]=[CH:8][C:5]([CH:6]=O)=[CH:4][CH:3]=1.[NH2:10][C:11]1[S:12][C:13]([CH3:16])=[N:14][N:15]=1.C(O[C:20](=[O:34])[C:21]([OH:33])=[CH:22][C:23]([C:25]1[CH:30]=[CH:29][C:28]([O:31][CH3:32])=[CH:27][CH:26]=1)=[O:24])C, predict the reaction product. The product is: [OH:33][C:21]1[C:20](=[O:34])[N:10]([C:11]2[S:12][C:13]([CH3:16])=[N:14][N:15]=2)[CH:6]([C:5]2[CH:8]=[CH:9][C:2]([OH:1])=[CH:3][CH:4]=2)[C:22]=1[C:23](=[O:24])[C:25]1[CH:26]=[CH:27][C:28]([O:31][CH3:32])=[CH:29][CH:30]=1. (6) Given the reactants [C:1]12([C:11]3[CH:16]=[C:15]([Br:17])[CH:14]=[CH:13][C:12]=3[OH:18])[CH2:10][CH:5]3[CH2:6][CH:7]([CH2:9][CH:3]([CH2:4]3)[CH2:2]1)[CH2:8]2.CN(C=O)C.C(N(CC)CC)C.[Si:31](Cl)([C:34]([CH3:37])([CH3:36])[CH3:35])([CH3:33])[CH3:32], predict the reaction product. The product is: [C:1]12([C:11]3[CH:16]=[C:15]([Br:17])[CH:14]=[CH:13][C:12]=3[O:18][Si:31]([C:34]([CH3:37])([CH3:36])[CH3:35])([CH3:33])[CH3:32])[CH2:2][CH:3]3[CH2:9][CH:7]([CH2:6][CH:5]([CH2:4]3)[CH2:10]1)[CH2:8]2.